From a dataset of Catalyst prediction with 721,799 reactions and 888 catalyst types from USPTO. Predict which catalyst facilitates the given reaction. (1) Product: [CH3:11][O:7][C:6](=[O:8])[C:5]1[CH:9]=[CH:10][C:2]([O:1][C:21]2[C:22]3[CH2:27][CH2:26][CH2:25][C:23]=3[N:24]=[C:19]([Cl:18])[N:20]=2)=[CH:3][CH:4]=1. Reactant: [OH:1][C:2]1[CH:10]=[CH:9][C:5]([C:6]([OH:8])=[O:7])=[CH:4][CH:3]=1.[C:11](=O)([O-])[O-].[Cs+].[Cs+].[Cl-].[Cl:18][C:19]1[N:20]=[C:21](Cl)[C:22]2[CH2:27][CH2:26][CH2:25][C:23]=2[N:24]=1. The catalyst class is: 18. (2) Reactant: Cl.[Cl:2][C:3]1[C:4]([O:26]COC)=[CH:5][C:6]([O:22]COC)=[C:7]([C:9]([N:11]2[CH2:15][CH2:14][CH2:13][C@@H:12]2[CH2:16][N:17]2[CH2:21][CH2:20][CH2:19][CH2:18]2)=[O:10])[CH:8]=1. Product: [Cl:2][C:3]1[CH:8]=[C:7]([C:9]([N:11]2[CH2:15][CH2:14][CH2:13][C@@H:12]2[CH2:16][N:17]2[CH2:21][CH2:20][CH2:19][CH2:18]2)=[O:10])[C:6]([OH:22])=[CH:5][C:4]=1[OH:26]. The catalyst class is: 5. (3) Reactant: FC(F)(F)C(O)=O.C(O[C:13](=O)[N:14]([C@H:16]([CH2:29][C:30]1[CH:35]=[CH:34][CH:33]=[CH:32][CH:31]=1)[C:17]([N:19]1[CH2:24][CH2:23][CH2:22][C@@H:21]([CH2:25][N:26]([CH3:28])[CH3:27])[CH2:20]1)=[O:18])C)(C)(C)C. Product: [CH3:27][N:26]([CH2:25][C@@H:21]1[CH2:22][CH2:23][CH2:24][N:19]([C:17](=[O:18])[C@H:16]([NH:14][CH3:13])[CH2:29][C:30]2[CH:35]=[CH:34][CH:33]=[CH:32][CH:31]=2)[CH2:20]1)[CH3:28]. The catalyst class is: 4. (4) Reactant: [CH3:1][O:2][C:3]1[CH:4]=[C:5]2[C:10](=[CH:11][C:12]=1[OH:13])[N:9]=[CH:8][CH:7]=[C:6]2[O:14][C:15]1[C:16]([CH3:25])=[N:17][C:18]2[C:23]([CH:24]=1)=[CH:22][CH:21]=[CH:20][CH:19]=2.C(=O)([O-])[O-].[K+].[K+].Br[CH2:33][C:34]([CH2:39][OH:40])([CH2:37][OH:38])[CH2:35][OH:36].FC(F)(F)C(O)=O.[OH-].[Na+]. Product: [OH:36][CH2:35][C:34]([CH2:39][OH:40])([CH2:33][O:13][C:12]1[CH:11]=[C:10]2[C:5]([C:6]([O:14][C:15]3[C:16]([CH3:25])=[N:17][C:18]4[C:23]([CH:24]=3)=[CH:22][CH:21]=[CH:20][CH:19]=4)=[CH:7][CH:8]=[N:9]2)=[CH:4][C:3]=1[O:2][CH3:1])[CH2:37][OH:38]. The catalyst class is: 145. (5) Reactant: [CH:1]1([CH:5]([CH3:9])[C:6]([OH:8])=O)[CH2:4][CH2:3][CH2:2]1.[F:10][C:11]1[CH:12]=[C:13]([CH2:28][N:29]2[CH2:34][CH2:33][NH:32][C@@H:31]([CH3:35])[CH2:30]2)[C:14]([CH3:27])=[C:15]([NH:17][C:18](=[O:26])[C:19]2[CH:24]=[CH:23][C:22]([CH3:25])=[N:21][CH:20]=2)[CH:16]=1.CCN(C(C)C)C(C)C.CN(C(ON1N=NC2C=CC=NC1=2)=[N+](C)C)C.F[P-](F)(F)(F)(F)F. Product: [CH:1]1([CH:5]([CH3:9])[C:6]([N:32]2[CH2:33][CH2:34][N:29]([CH2:28][C:13]3[C:14]([CH3:27])=[C:15]([NH:17][C:18](=[O:26])[C:19]4[CH:24]=[CH:23][C:22]([CH3:25])=[N:21][CH:20]=4)[CH:16]=[C:11]([F:10])[CH:12]=3)[CH2:30][C@@H:31]2[CH3:35])=[O:8])[CH2:2][CH2:3][CH2:4]1. The catalyst class is: 6. (6) Reactant: [C:1]([O:5][C:6]([N:8]1[CH2:13][CH2:12][CH:11]([CH2:14][NH2:15])[CH2:10][CH2:9]1)=[O:7])([CH3:4])([CH3:3])[CH3:2].Br[C:17]1[CH:22]=[CH:21][CH:20]=[CH:19][CH:18]=1.CC(C)([O-])C.[K+].O1CCOCC1. Product: [C:1]([O:5][C:6]([N:8]1[CH2:13][CH2:12][CH:11]([CH2:14][NH:15][C:17]2[CH:22]=[CH:21][CH:20]=[CH:19][CH:18]=2)[CH2:10][CH2:9]1)=[O:7])([CH3:4])([CH3:3])[CH3:2]. The catalyst class is: 6. (7) Reactant: C(#N)C.[CH:4]([C:7]([CH:9]([CH3:11])[CH3:10])=[O:8])([CH3:6])[CH3:5].[I-].[Na+].Cl[Si:15]([CH3:18])([CH3:17])[CH3:16]. Product: [CH3:5][C:4](=[C:7]([O:8][Si:15]([CH3:18])([CH3:17])[CH3:16])[CH:9]([CH3:11])[CH3:10])[CH3:6]. The catalyst class is: 66. (8) The catalyst class is: 2. Product: [C:10]([CH2:9][C:8]([C:5]1[CH:4]=[CH:3][C:2]([NH:1][C:19](=[O:20])[C:18]2[CH:22]=[CH:23][C:24]([O:25][CH3:26])=[C:16]([O:15][CH3:14])[CH:17]=2)=[CH:7][CH:6]=1)([CH3:13])[CH3:12])#[N:11]. Reactant: [NH2:1][C:2]1[CH:7]=[CH:6][C:5]([C:8]([CH3:13])([CH3:12])[CH2:9][C:10]#[N:11])=[CH:4][CH:3]=1.[CH3:14][O:15][C:16]1[CH:17]=[C:18]([CH:22]=[CH:23][C:24]=1[O:25][CH3:26])[C:19](Cl)=[O:20].C(N(CC)CC)C. (9) Reactant: CN(C1C=CC=CN=1)C.[C:18](O[C:18]([O:20][C:21]([CH3:24])([CH3:23])[CH3:22])=[O:19])([O:20][C:21]([CH3:24])([CH3:23])[CH3:22])=[O:19].[CH2:25]([O:32][CH2:33][C@@H:34]1[NH:39][C:38](=[O:40])[CH2:37][O:36][CH2:35]1)[C:26]1[CH:31]=[CH:30][CH:29]=[CH:28][CH:27]=1.O. Product: [CH2:25]([O:32][CH2:33][C@H:34]1[CH2:35][O:36][CH2:37][C:38](=[O:40])[N:39]1[C:18]([O:20][C:21]([CH3:22])([CH3:23])[CH3:24])=[O:19])[C:26]1[CH:27]=[CH:28][CH:29]=[CH:30][CH:31]=1. The catalyst class is: 115. (10) Reactant: CC(C)([O-])C.[K+].[Cl:7][C:8]1[CH:13]=[CH:12][C:11]([C:14]2[O:15][CH:16]=[C:17]([CH2:19][OH:20])[N:18]=2)=[CH:10][CH:9]=1.[NH2:21][C:22]1[C:27]([C:28]#[N:29])=[C:26]([C:30]2[CH:35]=[CH:34][C:33]([O:36][CH2:37][C@H:38]3[CH2:42][O:41][C:40]([CH3:44])([CH3:43])[O:39]3)=[CH:32][CH:31]=2)[C:25]([C:45]#[N:46])=[C:24](SC2C=CC=CC=2)[N:23]=1.O. Product: [NH2:21][C:22]1[C:27]([C:28]#[N:29])=[C:26]([C:30]2[CH:31]=[CH:32][C:33]([O:36][CH2:37][C@H:38]3[CH2:42][O:41][C:40]([CH3:44])([CH3:43])[O:39]3)=[CH:34][CH:35]=2)[C:25]([C:45]#[N:46])=[C:24]([O:20][CH2:19][C:17]2[N:18]=[C:14]([C:11]3[CH:10]=[CH:9][C:8]([Cl:7])=[CH:13][CH:12]=3)[O:15][CH:16]=2)[N:23]=1. The catalyst class is: 57.